From a dataset of Catalyst prediction with 721,799 reactions and 888 catalyst types from USPTO. Predict which catalyst facilitates the given reaction. (1) Reactant: [I:1][C:2]1[CH:7]=[CH:6][CH:5]=[CH:4][C:3]=1[OH:8].C(=O)([O-])[O-].[K+].[K+].[I-].[K+].Br[CH2:18][CH2:19][O:20][CH3:21]. Product: [I:1][C:2]1[CH:7]=[CH:6][CH:5]=[CH:4][C:3]=1[O:8][CH2:18][CH2:19][O:20][CH3:21]. The catalyst class is: 9. (2) Reactant: [CH3:1][C:2]1([CH3:24])[C:6]2[C:7]([O:11][C:12]3[CH:17]=[CH:16][C:15]([NH:18][C:19](=[O:23])[C@@H:20]([CH3:22])[NH2:21])=[CH:14][CH:13]=3)=[CH:8][CH:9]=[CH:10][C:5]=2[O:4][CH2:3]1.C(N(CC)CC)C.Cl[C:33](Cl)([O:35]C(=O)OC(Cl)(Cl)Cl)Cl. Product: [CH3:24][C:2]1([CH3:1])[C:6]2[C:7]([O:11][C:12]3[CH:17]=[CH:16][C:15]([N:18]4[C:19](=[O:23])[C@@H:20]([CH3:22])[NH:21][C:33]4=[O:35])=[CH:14][CH:13]=3)=[CH:8][CH:9]=[CH:10][C:5]=2[O:4][CH2:3]1. The catalyst class is: 4.